This data is from Full USPTO retrosynthesis dataset with 1.9M reactions from patents (1976-2016). The task is: Predict the reactants needed to synthesize the given product. (1) Given the product [Cl:1][C:2]1[N:7]=[C:6]([NH:9][C:10]2[CH:11]=[C:12]([CH2:17][OH:18])[CH:13]=[CH:14][C:15]=2[CH3:16])[CH:5]=[CH:4][N:3]=1, predict the reactants needed to synthesize it. The reactants are: [Cl:1][C:2]1[N:7]=[C:6](Cl)[CH:5]=[CH:4][N:3]=1.[NH2:9][C:10]1[CH:11]=[C:12]([CH2:17][OH:18])[CH:13]=[CH:14][C:15]=1[CH3:16].C(N(CC)CC)C. (2) Given the product [CH:39]12[O:42][CH:35]([CH2:41][CH2:40]1)[CH2:36][N:37]([C:43]1[CH:48]=[C:47]([CH2:49][S:50]([CH3:53])(=[O:51])=[O:52])[N:46]=[C:45]([C:54]3[CH:59]=[CH:58][C:57]([NH:60][C:61]([NH:62][C:63]4[CH:68]=[CH:67][C:66]([N:69]5[CH2:70][CH2:71][NH:72][CH2:73][CH2:74]5)=[CH:65][CH:64]=4)=[O:82])=[CH:56][CH:55]=3)[N:44]=1)[CH2:38]2, predict the reactants needed to synthesize it. The reactants are: NC(N)=O.C(=O)([O-])N.C12OC(CC1)CN(C1C=C(CS(C)(=O)=O)N=C(C3C=CC(N)=CC=3)N=1)C2.[CH:35]12[O:42][CH:39]([CH2:40][CH2:41]1)[CH2:38][N:37]([C:43]1[CH:48]=[C:47]([CH2:49][S:50]([CH3:53])(=[O:52])=[O:51])[N:46]=[C:45]([C:54]3[CH:59]=[CH:58][C:57]([NH:60][C:61](=[O:82])[NH:62][C:63]4[CH:68]=[CH:67][C:66]([N:69]5[CH2:74][CH2:73][N:72](C(OC(C)(C)C)=O)[CH2:71][CH2:70]5)=[CH:65][CH:64]=4)=[CH:56][CH:55]=3)[N:44]=1)[CH2:36]2.FC(F)(F)C(O)=O. (3) Given the product [Cl:2][CH2:3][C:4]([C:26]#[C:27][CH3:28])([C:6]1[CH2:10][CH:9]([C:11]2[CH:12]=[CH:13][C:14]([Cl:17])=[CH:15][CH:16]=2)[O:8][N:7]=1)[OH:5], predict the reactants needed to synthesize it. The reactants are: [Br-].[Cl:2][CH2:3][C:4]([C:6]1[CH2:10][CH:9]([C:11]2[CH:16]=[CH:15][C:14]([Cl:17])=[CH:13][CH:12]=2)[O:8][N:7]=1)=[O:5].[Cl-].[NH4+].CCOCC.O1C[CH2:28][CH2:27][CH2:26]1. (4) Given the product [I:14][C:11]1[CH:12]=[CH:13][C:8]([O:24][CH2:15][CH2:16][O:17][CH2:18][CH2:19][O:20][CH2:21][CH2:22][OH:23])=[N:9][CH:10]=1, predict the reactants needed to synthesize it. The reactants are: CC(C)([O-])C.[K+].Br[C:8]1[CH:13]=[CH:12][C:11]([I:14])=[CH:10][N:9]=1.[CH2:15]([OH:24])[CH2:16][O:17][CH2:18][CH2:19][O:20][CH2:21][CH2:22][OH:23].